Binary Classification. Given a drug SMILES string, predict its activity (active/inactive) in a high-throughput screening assay against a specified biological target. From a dataset of HIV replication inhibition screening data with 41,000+ compounds from the AIDS Antiviral Screen. (1) The compound is O=C1CC2C(CN(OCc3ccccc3)C2COC(=O)c2ccccc2)O1. The result is 0 (inactive). (2) The drug is O=C(CCCC1Cc2ccccc2C1=O)c1ccccc1. The result is 0 (inactive). (3) The molecule is Cc1ccc(Nc2nc(C)c(C(=O)CC(=O)C(=O)Nc3c(C)cccc3C(C)(C)C)s2)cc1. The result is 0 (inactive). (4) The result is 0 (inactive). The molecule is CCOC(=O)NN(C(=O)OCC)c1ccc(N=Nc2ccc(OC)cc2)n1C.